Task: Predict which catalyst facilitates the given reaction.. Dataset: Catalyst prediction with 721,799 reactions and 888 catalyst types from USPTO Reactant: Cl.[NH2:2][CH:3]1[CH2:12][C:11]2[C:6](=[C:7]([N+:14]([O-:16])=[O:15])[CH:8]=[C:9]([Br:13])[CH:10]=2)[NH:5][C:4]1=[O:17].CN(C)C=O.C(=O)(O)[O-].[Na+].[CH3:28][C:29]([O:32][C:33](O[C:33]([O:32][C:29]([CH3:31])([CH3:30])[CH3:28])=[O:34])=[O:34])([CH3:31])[CH3:30]. Product: [Br:13][C:9]1[CH:10]=[C:11]2[C:6](=[C:7]([N+:14]([O-:16])=[O:15])[CH:8]=1)[NH:5][C:4](=[O:17])[CH:3]([NH:2][C:33](=[O:34])[O:32][C:29]([CH3:31])([CH3:30])[CH3:28])[CH2:12]2. The catalyst class is: 6.